Dataset: Forward reaction prediction with 1.9M reactions from USPTO patents (1976-2016). Task: Predict the product of the given reaction. (1) Given the reactants I[CH3:2].[H-].[Na+].[Br:5][C:6]1[CH:7]=[C:8]([CH:23]=[CH:24][CH:25]=1)[CH2:9][C@@H:10]([C:19]([O:21][CH3:22])=[O:20])[NH:11][C:12]([O:14][C:15]([CH3:18])([CH3:17])[CH3:16])=[O:13].O, predict the reaction product. The product is: [Br:5][C:6]1[CH:7]=[C:8]([CH:23]=[CH:24][CH:25]=1)[CH2:9][C@@H:10]([C:19]([O:21][CH3:22])=[O:20])[N:11]([C:12]([O:14][C:15]([CH3:18])([CH3:17])[CH3:16])=[O:13])[CH3:2]. (2) Given the reactants [CH3:1][O:2][N:3]=[C:4]1[C:12]2[C:7](=[CH:8][N:9]=[CH:10][C:11]=2[CH3:13])[O:6][CH2:5]1.[CH:14]1(B(O)O)C[CH2:15]1, predict the reaction product. The product is: [CH3:1][O:2][N:3]=[C:4]1[C:12]2[C:7](=[CH:8][N:9]=[CH:10][C:11]=2[CH:13]2[CH2:15][CH2:14]2)[O:6][CH2:5]1.